Task: Regression. Given two drug SMILES strings and cell line genomic features, predict the synergy score measuring deviation from expected non-interaction effect.. Dataset: Merck oncology drug combination screen with 23,052 pairs across 39 cell lines Drug 1: CCN(CC)CCNC(=O)c1c(C)[nH]c(C=C2C(=O)Nc3ccc(F)cc32)c1C. Drug 2: O=C(O)C1(Cc2cccc(Nc3nccs3)n2)CCC(Oc2cccc(Cl)c2F)CC1. Cell line: OV90. Synergy scores: synergy=4.77.